Dataset: Experimentally validated miRNA-target interactions with 360,000+ pairs, plus equal number of negative samples. Task: Binary Classification. Given a miRNA mature sequence and a target amino acid sequence, predict their likelihood of interaction. (1) The miRNA is mmu-miR-1258-5p with sequence UGCUGAGCUAAUUCCCUAACUG. The protein sequence of the target gene is MEKLRLLGLRYQEYVTRHPAATAQLETAVRGFSYLLAGRFADSHELSELVYSASNLLVLLNDGILRKELRKKLPVSLSQQKLLTWLSVLECVEVFMEMGAAKVWGEVGRWLVIALVQLAKAVLRMLLLLWFKAGLQTSPPIVPLDRETQAQPPDGDHSPGNHEQSYVGKRSNRVVRTLQNTPSLHSRHWGAPQQREGRQQQHHEELSATPTPLGLQETIAEFLYIARPLLHLLSLGLWGQRSWKPWLLAGVVDVTSLSLLSDRKGLTRRERRELRRRTILLLYYLLRSPFYDRFSEARIL.... Result: 0 (no interaction). (2) The miRNA is hsa-miR-891a-3p with sequence AGUGGCACAUGUUUGUUGUGAG. The protein sequence of the target gene is MGLPGLFCLAVLAASSFSKAREEEITPVVSIAYKVLEVFPKGRWVLITCCAPQPPPPITYSLCGTKNIKVAKKVVKTHEPASFNLNVTLKSSPDLLTYFCWASSTSGAHVDSARLQMHWELWSKPVSELRANFTLQDRGAGPRVEMICQASSGSPPITNSLIGKDGQVHLQQRPCHRQPANFSFLPSQTSDWFWCQAANNANVQHSALTVVPPGGDQKMEDWQGPLESPILALPLYRSTRRLSEEEFGGFRIGNGEVRGRKAAAM. Result: 1 (interaction). (3) Result: 0 (no interaction). The protein sequence of the target gene is MSIRVTQKSYKVSTSGPRAFSSRSYTSGPGSRISSSSFSRVGSSNFRGGLGGGYGGASGMGGITAVTVNQSLLSPLVLEVDPNIQAVRTQEKEQIKTLNNKFASFIDKVRFLEQQNKMLETKWSLLQQQKTARSNMDNMFESYINNLRRQLETLGQEKLKLEAELGNMQGLVEDFKNKYEDEINKRTEMENEFVLIKKDVDEAYMNKVELESRLEGLTDEINFLRQLYEEEIRELQSQISDTSVVLSMDNSRSLDMDSIIAEVKAQYEDIANRSRAEAESMYQIKYEELQSLAGKHGDDL.... The miRNA is hsa-miR-944 with sequence AAAUUAUUGUACAUCGGAUGAG. (4) The miRNA is hsa-miR-1282 with sequence UCGUUUGCCUUUUUCUGCUU. The protein sequence of the target gene is MIHFILLFSRQGKLRLQKWYITLPDKERKKITREIVQIILSRGHRTSSFVDWKELKLVYKRYASLYFCCAIENQDNELLTLEIVHRYVELLDKYFGNVCELDIIFNFEKAYFILDEFIIGGEIQETSKKIAVKAIEDSDMLQEVSTVSQTMGER. Result: 1 (interaction). (5) The miRNA is hsa-miR-488-3p with sequence UUGAAAGGCUAUUUCUUGGUC. The protein sequence of the target gene is MEEIPVKVAVRIRPLLCKEALHNHQVCVRVIPNSQQVIIGRDRVFTFDFVFGKNSTQDEVYNTCIKPLVLSLIEGYNATVFAYGQTGSGKTYTIGGGHIASVVEGQKGIIPRAIQEIFQSISEHPSIDFNVKVSYIEVYKEDLRDLLELETSMKDLHIREDEKGNTVIVGAKECHVESAGEVMSLLEMGNAARHTGTTQMNEHSSRSHAIFTISICQVHKNMEAAEDGSWYSPRHIVSKFHFVDLAGSERVTKTGNTGERFKESIQINSGLLALGNVISALGDPRRKSSHIPYRDAKITR.... Result: 0 (no interaction). (6) The miRNA is hsa-miR-3919 with sequence GCAGAGAACAAAGGACUCAGU. The protein sequence of the target gene is MPVAVMAESAFSFKKLLDQCENQELEAPGGIATPPVYGQLLALYLLHNDMNNARYLWKRIPPAIKSANSELGGIWSVGQRIWQRDFPGIYTTINAHQWSETVQPIMEALRDATRRRAFALVSQAYTSIIADDFAAFVGLPVEEAVKGILEQGWQADSTTRMVLPRKPVAGALDVSFNKFIPLSEPAPVPPIPNEQQLARLTDYVAFLEN. Result: 1 (interaction). (7) The miRNA is mmu-miR-24-3p with sequence UGGCUCAGUUCAGCAGGAACAG. The protein sequence of the target gene is MAKSGSLSIRVVEGRALPAKDVSGSSDPYCLVKVDDQVVARTATIWRSLSPFWGEEYTVHLPLDFHHLAFYVLDEDTVGHDDIIGKISLSKEAITADPRGIDSWINLSRVDPDAEVQGEVCLDVKLLEDARGRCLRCHVRQARDLAPRDISGTSDPFARVFWGNHSLETSTIKKTRFPHWDEVLELREAPGTTSPLRVELWDWDMVGKNDFLGMVEFTPQTLQQKPPNGWFRLLPFPRAEDSGGSLGALRLKVRLTEDRVLPSQYYQPLMELLLESVQGPAEEDTTSPLALLEELASGDC.... Result: 1 (interaction). (8) The miRNA is hsa-miR-7158-3p with sequence CUGAACUAGAGAUUGGGCCCA. The protein sequence of the target gene is MSGRVGDLSPKQAETLAKFRENVQDVLPALPNPDDYFLLRWLRARNFDLQKSEALLRKYMEFRKTMDIDHILDWQPPEVIQKYMPGGLCGYDRDGCPVWYDIIGPLDPKGLLFSVTKQDLLKTKMRDCERILHECDLQTERLGKKIETIVMIFDCEGLGLKHFWKPLVEVYQEFFGLLEENYPETLKFMLIVKATKLFPVGYNLMKPFLSEDTRRKIIVLGNNWKEGLLKLISPEELPAQFGGTLTDPDGNPKCLTKINYGGEIPKSMYVRDQVKTQYEHSVQINRGSSHQVEYEILFPG.... Result: 1 (interaction). (9) The miRNA is ath-miR402 with sequence UUCGAGGCCUAUUAAACCUCUG. The protein sequence of the target gene is MDLRQFLMCLSLCTAFALSKPTEKKDRVHHEPQLSDKVHNDAQNFDYDHDAFLGAEEAKSFDQLTPEESKERLGKIVSKIDDDKDGFVTVDELKGWIKFAQKRWIHEDVERQWKGHDLNEDGLVSWEEYKNATYGYVLDDPDPDDGFNYKQMMVRDERRFKMADKDGDLIATKEEFTAFLHPEEYDYMKDIVVQETMEDIDKNADGFIDLEEYIGDMYSHDGNADEPEWVKTEREQFVEFRDKNRDGKMDKEETKDWILPSDYDHAEAEARHLVYESDQNKDGKLTKEEIVDKYDLFVGS.... Result: 0 (no interaction).